Dataset: Full USPTO retrosynthesis dataset with 1.9M reactions from patents (1976-2016). Task: Predict the reactants needed to synthesize the given product. Given the product [CH3:1][O:2][N:3]=[C:4]([CH2:19][O:20][C:21]1[CH:26]=[CH:25][CH:24]=[C:23]([C:27]([F:30])([F:29])[F:28])[CH:22]=1)[CH2:5][N:6]1[C:10]2[CH:11]=[C:12]([CH3:18])[C:13]([NH2:15])=[CH:14][C:9]=2[N:8]=[CH:7]1, predict the reactants needed to synthesize it. The reactants are: [CH3:1][O:2][N:3]=[C:4]([CH2:19][O:20][C:21]1[CH:26]=[CH:25][CH:24]=[C:23]([C:27]([F:30])([F:29])[F:28])[CH:22]=1)[CH2:5][N:6]1[C:10]2[CH:11]=[C:12]([CH3:18])[C:13]([N+:15]([O-])=O)=[CH:14][C:9]=2[N:8]=[CH:7]1.